From a dataset of Forward reaction prediction with 1.9M reactions from USPTO patents (1976-2016). Predict the product of the given reaction. (1) Given the reactants [BH4-].[Na+].[Cl:3][C:4]1[CH:5]=[C:6]([C:10]2[C:19]3[C:14](=[CH:15][CH:16]=[C:17]([C:20]([C:28]4[CH:33]=[CH:32][C:31]([I:34])=[CH:30][CH:29]=4)([C:22]4[N:26]([CH3:27])[CH:25]=[N:24][N:23]=4)[OH:21])[CH:18]=3)[N:13]3[N:35]=[N:36][N:37]=[C:12]3[N:11]=2)[CH:7]=[CH:8][CH:9]=1.C(Cl)Cl, predict the reaction product. The product is: [Cl:3][C:4]1[CH:5]=[C:6]([CH:10]2[C:19]3[C:14](=[CH:15][CH:16]=[C:17]([C:20]([C:28]4[CH:33]=[CH:32][C:31]([I:34])=[CH:30][CH:29]=4)([C:22]4[N:26]([CH3:27])[CH:25]=[N:24][N:23]=4)[OH:21])[CH:18]=3)[N:13]3[N:35]=[N:36][N:37]=[C:12]3[NH:11]2)[CH:7]=[CH:8][CH:9]=1. (2) Given the reactants C(OC([N:8]([CH3:84])[C@@H:9]([CH3:83])[C:10]([NH:12][C@@H:13]([C:79]([CH3:82])([CH3:81])[CH3:80])[C:14]([N:16]1[C@H:25]([C:26]([NH:28][C@@H:29]([CH2:33][C:34]2[CH:39]=[CH:38][CH:37]=[CH:36][CH:35]=2)[C:30](O)=[O:31])=[O:27])[CH2:24][C:23]2[C:18](=[CH:19][C:20]([C@H:40]3[CH2:44][C@@H:43]([C:45](=[O:57])[NH:46][C@H:47]4[C:56]5[C:51](=[CH:52][CH:53]=[CH:54][CH:55]=5)[CH2:50][CH2:49][CH2:48]4)[N:42]([C:58](=[O:78])[C@@H:59]([NH:64][C:65](=[O:77])[C@@H:66]([N:68]([C:70](OC(C)(C)C)=O)C)[CH3:67])[C:60]([CH3:63])([CH3:62])[CH3:61])[CH2:41]3)=[CH:21][CH:22]=2)[CH2:17]1)=[O:15])=[O:11])=O)(C)(C)C.[NH:85]1[CH2:90][CH2:89][O:88][CH2:87][CH2:86]1, predict the reaction product. The product is: [CH3:82][C:79]([CH3:80])([CH3:81])[C@H:13]([NH:12][C:10](=[O:11])[C@@H:9]([NH:8][CH3:84])[CH3:83])[C:14]([N:16]1[C@H:25]([C:26]([NH:28][C@@H:29]([CH2:33][C:34]2[CH:35]=[CH:36][CH:37]=[CH:38][CH:39]=2)[C:30]([N:85]2[CH2:90][CH2:89][O:88][CH2:87][CH2:86]2)=[O:31])=[O:27])[CH2:24][C:23]2[C:18](=[CH:19][C:20]([C@H:40]3[CH2:44][C@@H:43]([C:45](=[O:57])[NH:46][C@H:47]4[C:56]5[C:51](=[CH:52][CH:53]=[CH:54][CH:55]=5)[CH2:50][CH2:49][CH2:48]4)[N:42]([C:58](=[O:78])[C@@H:59]([NH:64][C:65](=[O:77])[C@@H:66]([NH:68][CH3:70])[CH3:67])[C:60]([CH3:63])([CH3:62])[CH3:61])[CH2:41]3)=[CH:21][CH:22]=2)[CH2:17]1)=[O:15]. (3) Given the reactants [Br:1][C:2]1[CH:3]=[C:4]2[C:9](=[CH:10][CH:11]=1)[C:8](=[O:12])[N:7]([CH2:13][C:14]1[CH:23]=[CH:22][C:17]([C:18]([NH:20][OH:21])=[NH:19])=[CH:16][CH:15]=1)[C:6]([C:24](=[O:27])[CH2:25][CH3:26])=[C:5]2[C:28]1[CH:33]=[CH:32][CH:31]=[CH:30][CH:29]=1.C1CCN2C(=NCCC2)CC1.C1C[O:48][CH2:47]C1, predict the reaction product. The product is: [Br:1][C:2]1[CH:3]=[C:4]2[C:9](=[CH:10][CH:11]=1)[C:8](=[O:12])[N:7]([CH2:13][C:14]1[CH:23]=[CH:22][C:17]([C:18]3[NH:19][C:47](=[O:48])[O:21][N:20]=3)=[CH:16][CH:15]=1)[C:6]([C:24](=[O:27])[CH2:25][CH3:26])=[C:5]2[C:28]1[CH:29]=[CH:30][CH:31]=[CH:32][CH:33]=1. (4) Given the reactants [Cl-].[CH3:2][O:3][CH2:4][P+](C1C=CC=CC=1)(C1C=CC=CC=1)C1C=CC=CC=1.C[Si]([N-][Si](C)(C)C)(C)C.[Li+].[CH:34]([C:36]1[C:44]2[C:43]([C:45]([O:47][CH3:48])=[O:46])=[CH:42][CH:41]=[CH:40][C:39]=2[N:38]([CH2:49][C:50]2[CH:55]=[CH:54][C:53]([O:56][CH3:57])=[CH:52][CH:51]=2)[N:37]=1)=O, predict the reaction product. The product is: [CH3:57][O:56][C:53]1[CH:54]=[CH:55][C:50]([CH2:49][N:38]2[C:39]3[CH:40]=[CH:41][CH:42]=[C:43]([C:45]([O:47][CH3:48])=[O:46])[C:44]=3[C:36]([CH:34]=[CH:2][O:3][CH3:4])=[N:37]2)=[CH:51][CH:52]=1. (5) Given the reactants [C:1]([C:5]1[N:10]=[C:9]([NH:11][CH2:12][C:13]2[O:14][CH:15]=[CH:16][N:17]=2)[C:8]([C:18]([N:20]([CH2:38][CH:39]([CH3:41])[CH3:40])[C@@H:21]2[CH2:26][N:25]([C:27]([O:29][C:30]([CH3:33])([CH3:32])[CH3:31])=[O:28])[CH2:24][C@H:23]([C:34]([O:36]C)=[O:35])[CH2:22]2)=[O:19])=[CH:7][N:6]=1)([CH3:4])([CH3:3])[CH3:2].[OH-].[Na+], predict the reaction product. The product is: [C:30]([O:29][C:27]([N:25]1[CH2:26][C@@H:21]([N:20]([C:18]([C:8]2[C:9]([NH:11][CH2:12][C:13]3[O:14][CH:15]=[CH:16][N:17]=3)=[N:10][C:5]([C:1]([CH3:4])([CH3:2])[CH3:3])=[N:6][CH:7]=2)=[O:19])[CH2:38][CH:39]([CH3:41])[CH3:40])[CH2:22][C@@H:23]([C:34]([OH:36])=[O:35])[CH2:24]1)=[O:28])([CH3:32])([CH3:33])[CH3:31]. (6) Given the reactants F[C:2]1[CH:3]=[C:4]([CH:7]=[CH:8][CH:9]=1)[C:5]#[N:6].[NH:10]1[CH2:15][CH2:14][NH:13][CH2:12][CH2:11]1.[CH3:16][O:17][C:18](=[O:27])[C:19]1[CH:24]=[CH:23][CH:22]=[C:21]([CH2:25]Br)[CH:20]=1.C([O-])([O-])=O.[Cs+].[Cs+].Cl, predict the reaction product. The product is: [CH3:16][O:17][C:18](=[O:27])[C:19]1[CH:24]=[CH:23][CH:22]=[C:21]([CH2:25][N:10]2[CH2:15][CH2:14][N:13]([C:8]3[CH:9]=[CH:2][CH:3]=[C:4]([CH2:5][NH2:6])[CH:7]=3)[CH2:12][CH2:11]2)[CH:20]=1. (7) Given the reactants [NH2:1][C:2]1[C:6]2[CH:7]=[N:8][C:9]3[CH:10]=[C:11]([O:23][CH3:24])[C:12]([O:15]CC4C=CC=CC=4)=[CH:13][C:14]=3[C:5]=2[S:4][C:3]=1[C:25]([O:27][CH3:28])=[O:26], predict the reaction product. The product is: [NH2:1][C:2]1[C:6]2[CH:7]=[N:8][C:9]3[CH:10]=[C:11]([O:23][CH3:24])[C:12]([OH:15])=[CH:13][C:14]=3[C:5]=2[S:4][C:3]=1[C:25]([O:27][CH3:28])=[O:26].